This data is from Forward reaction prediction with 1.9M reactions from USPTO patents (1976-2016). The task is: Predict the product of the given reaction. (1) Given the reactants [Br:1][C:2]1[N:3]=[C:4]([CH2:18]Br)[O:5][C:6]=1[C:7]1[CH:12]=[CH:11][C:10]([O:13][C:14]([F:17])([F:16])[F:15])=[CH:9][CH:8]=1.[CH3:20][O:21][C:22](=[O:33])[CH2:23][O:24][C:25]1[CH:30]=[CH:29][C:28]([OH:31])=[CH:27][C:26]=1[CH3:32].C([O-])([O-])=O.[Cs+].[Cs+], predict the reaction product. The product is: [CH3:20][O:21][C:22](=[O:33])[CH2:23][O:24][C:25]1[CH:30]=[CH:29][C:28]([O:31][CH2:18][C:4]2[O:5][C:6]([C:7]3[CH:12]=[CH:11][C:10]([O:13][C:14]([F:17])([F:16])[F:15])=[CH:9][CH:8]=3)=[C:2]([Br:1])[N:3]=2)=[CH:27][C:26]=1[CH3:32]. (2) Given the reactants [F:1][C:2]([F:24])([F:23])[C:3]1[CH:4]=[C:5]([C:13]2[N:17]=[CH:16][N:15](/[CH:18]=[CH:19]\[C:20]([OH:22])=O)[N:14]=2)[CH:6]=[C:7]([C:9]([F:12])([F:11])[F:10])[CH:8]=1.C1CCC(N=C=NC2CCCCC2)CC1.Cl.[CH:41]1([NH:44][NH2:45])[CH2:43][CH2:42]1.CCN(C(C)C)C(C)C, predict the reaction product. The product is: [F:1][C:2]([F:24])([F:23])[C:3]1[CH:4]=[C:5]([C:13]2[N:17]=[CH:16][N:15](/[CH:18]=[CH:19]\[C:20]([NH:45][NH:44][CH:41]3[CH2:43][CH2:42]3)=[O:22])[N:14]=2)[CH:6]=[C:7]([C:9]([F:12])([F:10])[F:11])[CH:8]=1.